This data is from Forward reaction prediction with 1.9M reactions from USPTO patents (1976-2016). The task is: Predict the product of the given reaction. (1) Given the reactants [Br:1][C:2]1[CH:7]=[CH:6][CH:5]=[CH:4][C:3]=1[CH2:8][N:9]1[C:14](=[O:15])[CH:13]=[C:12]([OH:16])[N:11]=[C:10]1[CH2:17][C:18]1[CH:23]=[CH:22][CH:21]=[CH:20][C:19]=1[Cl:24].Cl.BrC1C=CC=CC=1CN[C:35](=[NH:44])CC1C=CC=CC=1Cl.C(OCC)(=O)[CH2:46][C:47]([O:49]CC)=[O:48].[O-:56]CC.[Na+], predict the reaction product. The product is: [Br:1][C:2]1[CH:7]=[CH:6][CH:5]=[CH:4][C:3]=1[CH2:8][N:9]1[C:14](=[O:15])[C:13]([C:35]([NH:44][CH2:46][C:47]([OH:49])=[O:48])=[O:56])=[C:12]([OH:16])[N:11]=[C:10]1[CH2:17][C:18]1[CH:23]=[CH:22][CH:21]=[CH:20][C:19]=1[Cl:24]. (2) Given the reactants [Cl:1][C:2]1[CH:7]=[CH:6][CH:5]=[CH:4][C:3]=1[N:8]([CH3:29])[C:9]([C:11]1[S:28][C:14]2[C:15]3[CH:23]=[CH:22][C:21]([C:24](OC)=[O:25])=[CH:20][C:16]=3[O:17][CH2:18][CH2:19][C:13]=2[CH:12]=1)=[O:10].[CH:30]([NH2:33])([CH3:32])[CH3:31], predict the reaction product. The product is: [Cl:1][C:2]1[CH:7]=[CH:6][CH:5]=[CH:4][C:3]=1[N:8]([CH3:29])[C:9]([C:11]1[S:28][C:14]2[C:15]3[CH:23]=[CH:22][C:21]([C:24]([NH:33][CH:30]([CH3:32])[CH3:31])=[O:25])=[CH:20][C:16]=3[O:17][CH2:18][CH2:19][C:13]=2[CH:12]=1)=[O:10]. (3) Given the reactants [CH:1]1[C:14]2=[C:15]3[C:16]4[C:7](=[CH:8][CH:9]=[CH:10][C:11]=4[C:12](=[O:18])[C:13]2=[O:17])[C:6](=[O:19])[C:5](=[O:20])[C:4]3=[CH:3][CH:2]=1.[N+:21]([O-])([OH:23])=[O:22], predict the reaction product. The product is: [N+:21]([C:2]1[CH:3]=[C:4]2[C:15]3[C:16]4[C:7]([C:6](=[O:19])[C:5]2=[O:20])=[CH:8][CH:9]=[CH:10][C:11]=4[C:12](=[O:18])[C:13](=[O:17])[C:14]=3[CH:1]=1)([O-:23])=[O:22]. (4) Given the reactants C(O)(=O)[C:2]1[CH:7]=[CH:6][N:5]=[CH:4][CH:3]=1.C1(P(N=[N+]=[N-])(C2C=CC=CC=2)=[O:17])C=CC=CC=1.C([N:29]([CH2:32]C)CC)C, predict the reaction product. The product is: [N:29]([C:2]1[CH:3]=[CH:4][N:5]=[CH:6][CH:7]=1)=[C:32]=[O:17]. (5) Given the reactants [FH:1].F.F.C(N(CC)CC)C.[Br:11]N1C(=O)CCC1=O.[CH2:19]=[CH:20][C:21]1[CH:26]=[CH:25][CH:24]=[CH:23][CH:22]=1.[NH4+].[OH-], predict the reaction product. The product is: [Br:11][CH2:19][CH:20]([C:21]1[CH:26]=[CH:25][CH:24]=[CH:23][CH:22]=1)[F:1]. (6) The product is: [Cl:6][C:7]1[CH:8]=[C:9]([CH:24]=[CH:25][C:26]=1[Cl:27])[CH2:10][N:11]([CH3:23])[C:12]([C:13]1[CH2:1][N:2]([CH2:3][CH2:4][OH:5])[C:18](=[O:19])[C:14]=1[OH:15])=[O:22]. Given the reactants [CH2:1]=[N:2][CH2:3][CH2:4][OH:5].[Cl:6][C:7]1[CH:8]=[C:9]([CH:24]=[CH:25][C:26]=1[Cl:27])[CH2:10][N:11]([CH3:23])[C:12](=[O:22])[CH:13]=[C:14]1[C:18](=[O:19])OC(C)(C)[O:15]1, predict the reaction product. (7) Given the reactants [S:1]1[CH:5]=[CH:4][CH:3]=[C:2]1[C:6]1[O:10][N:9]=[C:8]([C:11]([O:13]CC)=O)[CH:7]=1.[CH:16]1([NH2:19])[CH2:18][CH2:17]1.O, predict the reaction product. The product is: [CH:16]1([NH:19][C:11]([C:8]2[CH:7]=[C:6]([C:2]3[S:1][CH:5]=[CH:4][CH:3]=3)[O:10][N:9]=2)=[O:13])[CH2:18][CH2:17]1.